From a dataset of Forward reaction prediction with 1.9M reactions from USPTO patents (1976-2016). Predict the product of the given reaction. (1) Given the reactants Cl.O.[NH:3]1[CH2:8][CH2:7][C:6](=[O:9])[CH2:5][CH2:4]1.[F:10][C:11]1[CH:16]=[CH:15][C:14]([CH:17]([C:23]2[CH:28]=[CH:27][C:26]([F:29])=[CH:25][CH:24]=2)[CH2:18][CH2:19][C:20](O)=[O:21])=[CH:13][CH:12]=1.[OH:30]N1C2C=CC=CC=2N=N1.Cl.C(N=C=NCCCN(C)C)C.C(N(CC)CC)C, predict the reaction product. The product is: [OH:9][C:6]1([OH:30])[CH2:7][CH2:8][N:3]([C:20](=[O:21])[CH2:19][CH2:18][CH:17]([C:23]2[CH:28]=[CH:27][C:26]([F:29])=[CH:25][CH:24]=2)[C:14]2[CH:13]=[CH:12][C:11]([F:10])=[CH:16][CH:15]=2)[CH2:4][CH2:5]1. (2) Given the reactants [Br:1][C:2]1[CH:3]=[C:4]([C:8]([NH:10][C@@H:11]([CH2:24][C:25]2[CH:30]=[CH:29][CH:28]=[CH:27][C:26]=2[C:31]([F:34])([F:33])[F:32])[CH2:12][N:13]2C(=O)C3C(=CC=CC=3)C2=O)=[O:9])[S:5][C:6]=1[Cl:7].NN.[CH3:49][C:48]([O:47][C:45](O[C:45]([O:47][C:48]([CH3:51])([CH3:50])[CH3:49])=[O:46])=[O:46])([CH3:51])[CH3:50], predict the reaction product. The product is: [Br:1][C:2]1[CH:3]=[C:4]([C:8]([NH:10][C@@H:11]([CH2:24][C:25]2[CH:30]=[CH:29][CH:28]=[CH:27][C:26]=2[C:31]([F:34])([F:33])[F:32])[CH2:12][NH:13][C:45](=[O:46])[O:47][C:48]([CH3:49])([CH3:50])[CH3:51])=[O:9])[S:5][C:6]=1[Cl:7].